Dataset: NCI-60 drug combinations with 297,098 pairs across 59 cell lines. Task: Regression. Given two drug SMILES strings and cell line genomic features, predict the synergy score measuring deviation from expected non-interaction effect. (1) Drug 1: C1=C(C(=O)NC(=O)N1)N(CCCl)CCCl. Drug 2: CC1=C2C(C(=O)C3(C(CC4C(C3C(C(C2(C)C)(CC1OC(=O)C(C(C5=CC=CC=C5)NC(=O)OC(C)(C)C)O)O)OC(=O)C6=CC=CC=C6)(CO4)OC(=O)C)O)C)O. Cell line: DU-145. Synergy scores: CSS=33.9, Synergy_ZIP=-12.5, Synergy_Bliss=-5.80, Synergy_Loewe=-7.83, Synergy_HSA=-3.63. (2) Drug 1: CC1=C(C=C(C=C1)NC2=NC=CC(=N2)N(C)C3=CC4=NN(C(=C4C=C3)C)C)S(=O)(=O)N.Cl. Drug 2: CC12CCC3C(C1CCC2=O)CC(=C)C4=CC(=O)C=CC34C. Cell line: TK-10. Synergy scores: CSS=28.4, Synergy_ZIP=1.48, Synergy_Bliss=-0.539, Synergy_Loewe=-13.6, Synergy_HSA=-0.687. (3) Drug 1: CC1=C(C(=O)C2=C(C1=O)N3CC4C(C3(C2COC(=O)N)OC)N4)N. Drug 2: C1CN(P(=O)(OC1)NCCCl)CCCl. Cell line: MOLT-4. Synergy scores: CSS=54.3, Synergy_ZIP=0.314, Synergy_Bliss=0.806, Synergy_Loewe=-24.3, Synergy_HSA=0.831. (4) Drug 1: CNC(=O)C1=CC=CC=C1SC2=CC3=C(C=C2)C(=NN3)C=CC4=CC=CC=N4. Drug 2: CC12CCC(CC1=CCC3C2CCC4(C3CC=C4C5=CN=CC=C5)C)O. Cell line: A549. Synergy scores: CSS=12.5, Synergy_ZIP=-3.59, Synergy_Bliss=1.82, Synergy_Loewe=-0.628, Synergy_HSA=1.67. (5) Drug 1: CC1C(C(CC(O1)OC2CC(CC3=C2C(=C4C(=C3O)C(=O)C5=C(C4=O)C(=CC=C5)OC)O)(C(=O)C)O)N)O.Cl. Drug 2: CCC1(CC2CC(C3=C(CCN(C2)C1)C4=CC=CC=C4N3)(C5=C(C=C6C(=C5)C78CCN9C7C(C=CC9)(C(C(C8N6C=O)(C(=O)OC)O)OC(=O)C)CC)OC)C(=O)OC)O.OS(=O)(=O)O. Cell line: HCT-15. Synergy scores: CSS=9.61, Synergy_ZIP=-1.23, Synergy_Bliss=4.96, Synergy_Loewe=0.696, Synergy_HSA=1.18. (6) Drug 1: CN1CCC(CC1)COC2=C(C=C3C(=C2)N=CN=C3NC4=C(C=C(C=C4)Br)F)OC. Drug 2: C#CCC(CC1=CN=C2C(=N1)C(=NC(=N2)N)N)C3=CC=C(C=C3)C(=O)NC(CCC(=O)O)C(=O)O. Cell line: NCIH23. Synergy scores: CSS=1.45, Synergy_ZIP=0.142, Synergy_Bliss=0.408, Synergy_Loewe=-1.58, Synergy_HSA=-1.59. (7) Drug 1: CCC1(CC2CC(C3=C(CCN(C2)C1)C4=CC=CC=C4N3)(C5=C(C=C6C(=C5)C78CCN9C7C(C=CC9)(C(C(C8N6C=O)(C(=O)OC)O)OC(=O)C)CC)OC)C(=O)OC)O.OS(=O)(=O)O. Drug 2: CC1=C2C(C(=O)C3(C(CC4C(C3C(C(C2(C)C)(CC1OC(=O)C(C(C5=CC=CC=C5)NC(=O)OC(C)(C)C)O)O)OC(=O)C6=CC=CC=C6)(CO4)OC(=O)C)O)C)O. Cell line: PC-3. Synergy scores: CSS=7.22, Synergy_ZIP=-2.82, Synergy_Bliss=2.27, Synergy_Loewe=-5.88, Synergy_HSA=-2.57.